Dataset: Reaction yield outcomes from USPTO patents with 853,638 reactions. Task: Predict the reaction yield, written as a fraction of the theoretical maximum amount of product (1.0 means a 100% yield; for example, 0.34 means a 34% yield). (1) The reactants are [Cl:1][C:2]1[CH:3]=C([CH:8]=[CH:9][C:10]=1[NH:11][C:12]1[CH:13]=[N:14][C:15]([CH3:18])=[CH:16][CH:17]=1)C(Cl)=O.[F:19][C:20]1[CH:21]=[C:22]([NH2:30])[C:23]([NH:26][CH:27]([CH3:29])C)=[CH:24][CH:25]=1.[CH2:31]1[CH2:35]OC[CH2:32]1. No catalyst specified. The product is [Cl:1][C:2]1[CH:3]=[C:29]([C:27]2[N:30]([CH2:32][CH2:31][CH3:35])[C:22]3[CH:21]=[C:20]([F:19])[CH:25]=[CH:24][C:23]=3[N:26]=2)[CH:8]=[CH:9][C:10]=1[NH:11][C:12]1[CH:13]=[N:14][C:15]([CH3:18])=[CH:16][CH:17]=1. The yield is 0.150. (2) The reactants are [CH3:1][C:2]1[CH:3]=[CH:4][C:5]([N+:11]([O-:13])=[O:12])=[C:6]([CH:10]=1)[C:7]([OH:9])=[O:8].S(=O)(=O)(O)O.C1C(=O)N([Br:26])C(=O)C1. The catalyst is O. The product is [Br:26][C:3]1[C:2]([CH3:1])=[CH:10][C:6]([C:7]([OH:9])=[O:8])=[C:5]([N+:11]([O-:13])=[O:12])[CH:4]=1. The yield is 0.850. (3) The reactants are [O:1]1[CH2:6][C:5](=O)[NH:4][C:3]2[CH:8]=[N:9][CH:10]=[CH:11][C:2]1=2.[H-].[Al+3].[Li+].[H-].[H-].[H-].O.[OH-].[Na+]. The catalyst is O1CCCC1. The product is [O:1]1[CH2:6][CH2:5][NH:4][C:3]2[CH:8]=[N:9][CH:10]=[CH:11][C:2]1=2. The yield is 0.910. (4) The reactants are C[O:2][C:3]([C:5]1[CH:10]=[CH:9][CH:8]=[C:7]([NH:11][C:12]([C:14]2[CH:19]=[C:18]([Cl:20])[CH:17]=[CH:16][N:15]=2)=[O:13])[N:6]=1)=O.O.[NH2:22][NH2:23]. The catalyst is C(O)C. The product is [Cl:20][C:18]1[CH:17]=[CH:16][N:15]=[C:14]([C:12]([NH:11][C:7]2[CH:8]=[CH:9][CH:10]=[C:5]([C:3]([NH:22][NH2:23])=[O:2])[N:6]=2)=[O:13])[CH:19]=1. The yield is 0.920. (5) The reactants are [Cl:1][C:2]1[CH:3]=[C:4]([C:8]2[C:12]([CH2:13][O:14][C:15]3[CH:23]=[CH:22][C:18]([C:19]([OH:21])=O)=[CH:17][N:16]=3)=[C:11]([CH3:24])[O:10][N:9]=2)[CH:5]=[CH:6][CH:7]=1.F[B-](F)(F)F.N1(OC(N(C)C)=[N+](C)C)C2C=CC=CC=2N=N1.C(N(CC)C(C)C)(C)C.[F:56][C:57]([F:61])([F:60])[CH2:58][NH2:59]. The catalyst is CN(C=O)C. The product is [Cl:1][C:2]1[CH:3]=[C:4]([C:8]2[C:12]([CH2:13][O:14][C:15]3[CH:23]=[CH:22][C:18]([C:19]([NH:59][CH2:58][C:57]([F:61])([F:60])[F:56])=[O:21])=[CH:17][N:16]=3)=[C:11]([CH3:24])[O:10][N:9]=2)[CH:5]=[CH:6][CH:7]=1. The yield is 0.350. (6) The reactants are F[C:2](F)(F)[C:3]1N=[N:5][C:6](Cl)=[CH:7][CH:8]=1.C(=O)([O-])[O-].[Cs+].[Cs+]. The catalyst is CN(C=O)C.O.C1C=CC([PH+]([C]2[CH][CH][CH][CH]2)C2C=CC=CC=2)=CC=1.C1C=CC([PH+]([C]2[CH][CH][CH][CH]2)C2C=CC=CC=2)=CC=1.C(Cl)Cl.Cl[Pd]Cl.[Fe]. The product is [CH2:2]1[C:3]2[C:8](=[CH:2][CH:3]=[CH:8][CH:7]=2)[CH2:7][CH2:6][NH:5]1. The yield is 0.580.